From a dataset of Forward reaction prediction with 1.9M reactions from USPTO patents (1976-2016). Predict the product of the given reaction. Given the reactants [Cl:1][C:2]1[N:6]2[CH:7]=[C:8]([CH:15]3[CH2:17][CH2:16]3)[CH:9]=[C:10]([C:11]([F:14])([F:13])[F:12])[C:5]2=[N:4][C:3]=1[C:18]([N:20]1[CH2:25][CH2:24][C@@H:23]([N:26]2[C:30](=[O:31])[CH2:29][O:28][C:27]2=[O:32])[C@H:22]([O:33][Si](C(C)(C)C)(C)C)[CH2:21]1)=[O:19].C1COCC1.CCCC[N+](CCCC)(CCCC)CCCC.[F-], predict the reaction product. The product is: [Cl:1][C:2]1[N:6]2[CH:7]=[C:8]([CH:15]3[CH2:16][CH2:17]3)[CH:9]=[C:10]([C:11]([F:13])([F:14])[F:12])[C:5]2=[N:4][C:3]=1[C:18]([N:20]1[CH2:25][CH2:24][C@@H:23]([N:26]2[C:30](=[O:31])[CH2:29][O:28][C:27]2=[O:32])[C@H:22]([OH:33])[CH2:21]1)=[O:19].